Dataset: TCR-epitope binding with 47,182 pairs between 192 epitopes and 23,139 TCRs. Task: Binary Classification. Given a T-cell receptor sequence (or CDR3 region) and an epitope sequence, predict whether binding occurs between them. (1) The epitope is IIKDYGKQM. The TCR CDR3 sequence is CASSDAGPYEQYF. Result: 0 (the TCR does not bind to the epitope). (2) The epitope is GILGFVFTL. The TCR CDR3 sequence is CASSTDSYEQYF. Result: 1 (the TCR binds to the epitope). (3) The epitope is RLQSLQTYV. The TCR CDR3 sequence is CASRGEGASYNEQFF. Result: 0 (the TCR does not bind to the epitope). (4) The epitope is SFHSLHLLF. The TCR CDR3 sequence is CASSPSRGRSHEQYF. Result: 0 (the TCR does not bind to the epitope). (5) The epitope is QARQMVQAMRTIGTHP. The TCR CDR3 sequence is CASSLMDTYNEQFF. Result: 1 (the TCR binds to the epitope). (6) The epitope is YIFFASFYY. The TCR CDR3 sequence is CASSPGQGYEQYF. Result: 1 (the TCR binds to the epitope). (7) The epitope is HTTDPSFLGRY. The TCR CDR3 sequence is CASSPGWGFAEQYF. Result: 0 (the TCR does not bind to the epitope). (8) The epitope is QECVRGTTVL. The TCR CDR3 sequence is CASSEGGGDEQFF. Result: 1 (the TCR binds to the epitope).